Dataset: Full USPTO retrosynthesis dataset with 1.9M reactions from patents (1976-2016). Task: Predict the reactants needed to synthesize the given product. (1) Given the product [N+:9]([CH:12]([CH3:13])[CH:1]([C:2]1[CH:7]=[CH:6][CH:5]=[CH:4][CH:3]=1)[OH:8])([O-:11])=[O:10], predict the reactants needed to synthesize it. The reactants are: [CH:1](=[O:8])[C:2]1[CH:7]=[CH:6][CH:5]=[CH:4][CH:3]=1.[N+:9]([CH2:12][CH3:13])([O-:11])=[O:10].O. (2) Given the product [CH2:10]([N:17]1[CH2:18][CH2:19][CH:20]([N:23]2[CH2:24][C:25]3[C:26](=[CH:27][CH:28]=[CH:29][CH:30]=3)[NH:31][C:56]2=[O:57])[CH2:21][CH2:22]1)[C:11]1[CH:12]=[CH:13][CH:14]=[CH:15][CH:16]=1, predict the reactants needed to synthesize it. The reactants are: C(NC(C)C)(C)C.[Cl-].[Cl-].[CH2:10]([N:17]1[CH2:22][CH2:21][CH:20]([NH:23][CH2:24][C:25]2[CH:30]=[CH:29][CH:28]=[CH:27][C:26]=2[NH3+:31])[CH2:19][CH2:18]1)[C:11]1[CH:16]=[CH:15][CH:14]=[CH:13][CH:12]=1.[CH2:10]([N:17]1[CH2:18][CH2:19][CH:20]([NH:23][CH2:24][C:25]2[CH:30]=[CH:29][CH:28]=[CH:27][C:26]=2[NH3+:31])[CH2:21][CH2:22]1)[C:11]1[CH:12]=[CH:13][CH:14]=[CH:15][CH:16]=1.C1C[O:57][CH2:56]C1.